Task: Predict which catalyst facilitates the given reaction.. Dataset: Catalyst prediction with 721,799 reactions and 888 catalyst types from USPTO Reactant: O=C(N1C=CN=C1)N1C=CN=C1.[CH3:13][C:14]([O:17][C:18]([N:20]1[CH2:26][CH2:25][C:24]2[CH:27]=[CH:28][C:29]([O:31][C:32]3[N:37]=[CH:36][C:35]([C:38]([OH:40])=O)=[CH:34][CH:33]=3)=[CH:30][C:23]=2[CH2:22][CH2:21]1)=[O:19])([CH3:16])[CH3:15].O[NH:42]/[C:43](=[N:45]/[H])/[CH3:44]. Product: [CH3:44][C:43]1[N:45]=[C:38]([C:35]2[CH:34]=[CH:33][C:32]([O:31][C:29]3[CH:28]=[CH:27][C:24]4[CH2:25][CH2:26][N:20]([C:18]([O:17][C:14]([CH3:13])([CH3:16])[CH3:15])=[O:19])[CH2:21][CH2:22][C:23]=4[CH:30]=3)=[N:37][CH:36]=2)[O:40][N:42]=1. The catalyst class is: 54.